Predict the product of the given reaction. From a dataset of Forward reaction prediction with 1.9M reactions from USPTO patents (1976-2016). (1) Given the reactants [CH3:1][O:2][C:3]1[CH:28]=[CH:27][C:6]([CH2:7][N:8]2[C:12]3=[N:13][CH:14]=[CH:15][C:16]([O:17][C:18]4[CH:23]=[CH:22][C:21]([NH2:24])=[CH:20][C:19]=4[F:25])=[C:11]3[C:10](I)=[N:9]2)=[CH:5][CH:4]=1.CC1(C)C(C)(C)OB([C:37]2[CH2:42][CH2:41][N:40]([C:43]([O:45][C:46]([CH3:49])([CH3:48])[CH3:47])=[O:44])[CH2:39][CH:38]=2)O1.C([O-])([O-])=O.[Na+].[Na+], predict the reaction product. The product is: [NH2:24][C:21]1[CH:22]=[CH:23][C:18]([O:17][C:16]2[CH:15]=[CH:14][N:13]=[C:12]3[N:8]([CH2:7][C:6]4[CH:27]=[CH:28][C:3]([O:2][CH3:1])=[CH:4][CH:5]=4)[N:9]=[C:10]([C:37]4[CH2:42][CH2:41][N:40]([C:43]([O:45][C:46]([CH3:49])([CH3:48])[CH3:47])=[O:44])[CH2:39][CH:38]=4)[C:11]=23)=[C:19]([F:25])[CH:20]=1. (2) The product is: [C:49]([O:36][C:35](=[O:34])[NH:60][CH:58]([C:57]1[N:6]([C:7]2[CH:8]=[CH:9][C:10]([O:13][CH2:14][CH3:15])=[CH:11][CH:12]=2)[C:4]2[CH:19]=[CH:18][CH:17]=[CH:16][C:3]=2[N:62]=1)[CH3:59])([CH3:50])([CH3:64])[CH3:48]. Given the reactants NC1[CH:19]=[CH:18][CH:17]=[CH:16][C:3]=1[C:4]([NH:6][C:7]1[CH:12]=[CH:11][C:10]([O:13][CH2:14][CH3:15])=[CH:9][CH:8]=1)=O.C1C2C(C[O:34][C:35](N[C@@H](C(O)=O)C)=[O:36])C3C(=CC=CC=3)C=2C=CC=1.CCN=C=N[CH2:48][CH2:49][CH2:50]N(C)C.C1C=C[C:57]2[N:62](O)N=[N:60][C:58]=2[CH:59]=1.[CH2:64](Cl)Cl, predict the reaction product. (3) Given the reactants C[O-].[Na+].[CH2:4]([CH:9]1[CH2:13][CH2:12][CH2:11][C:10]1=[O:14])[CH2:5][CH2:6][CH2:7][CH3:8].[C:15]1(=O)[CH2:19][CH2:18][CH2:17][CH2:16]1.Cl, predict the reaction product. The product is: [CH2:4]([CH:9]1[CH2:13][CH2:12][C:11](=[C:15]2[CH2:19][CH2:18][CH2:17][CH2:16]2)[C:10]1=[O:14])[CH2:5][CH2:6][CH2:7][CH3:8]. (4) Given the reactants [CH2:1]([O:8][C:9](=[O:34])[NH:10][CH2:11][CH:12]1[CH2:17][CH2:16][CH2:15][CH:14]([NH:18][C:19]([C:21]2[C:22]([C:27]3[C:32](F)=[CH:31][CH:30]=[CH:29][N:28]=3)=[N:23][O:24][C:25]=2[CH3:26])=[O:20])[CH2:13]1)[C:2]1[CH:7]=[CH:6][CH:5]=[CH:4][CH:3]=1.C[Si]([N-][Si](C)(C)C)(C)C.[K+], predict the reaction product. The product is: [CH2:1]([O:8][C:9](=[O:34])[NH:10][CH2:11][CH:12]1[CH2:17][CH2:16][CH2:15][CH:14]([N:18]2[C:32]3[C:27](=[N:28][CH:29]=[CH:30][CH:31]=3)[C:22]3=[N:23][O:24][C:25]([CH3:26])=[C:21]3[C:19]2=[O:20])[CH2:13]1)[C:2]1[CH:7]=[CH:6][CH:5]=[CH:4][CH:3]=1. (5) Given the reactants Cl.[Br:2][C:3]1[CH:4]=[C:5]([CH2:15][NH2:16])[CH:6]=[N:7][C:8]=1[O:9][CH2:10][C:11]([F:14])([F:13])[F:12].[C:17]([NH:20][C:21]1[CH:22]=[C:23]([CH:27]=[CH:28][N:29]=1)[C:24](O)=[O:25])(=[O:19])[CH3:18], predict the reaction product. The product is: [C:17]([NH:20][C:21]1[CH:22]=[C:23]([CH:27]=[CH:28][N:29]=1)[C:24]([NH:16][CH2:15][C:5]1[CH:6]=[N:7][C:8]([O:9][CH2:10][C:11]([F:12])([F:13])[F:14])=[C:3]([Br:2])[CH:4]=1)=[O:25])(=[O:19])[CH3:18]. (6) The product is: [CH3:1][O:2][C:3]([C:5]1[N:6]=[C:7]([C:25]#[N:26])[C:8]2[CH:9]=[CH:10][N:11]([CH2:17][C:18]3[CH:23]=[CH:22][CH:21]=[CH:20][CH:19]=3)[C:12](=[O:16])[C:13]=2[C:14]=1[OH:15])=[O:4]. Given the reactants [CH3:1][O:2][C:3]([C:5]1[N:6]=[C:7](I)[C:8]2[CH:9]=[CH:10][N:11]([CH2:17][C:18]3[CH:23]=[CH:22][CH:21]=[CH:20][CH:19]=3)[C:12](=[O:16])[C:13]=2[C:14]=1[OH:15])=[O:4].[C:25]([Cu])#[N:26].[NH4+].[OH-].Cl, predict the reaction product. (7) Given the reactants [N+:1]([C:4]1[CH:5]=[N:6][C:7]2[C:12]([C:13]=1[NH:14][CH2:15][CH2:16][CH2:17][NH:18][C:19](=[O:25])[O:20][C:21]([CH3:24])([CH3:23])[CH3:22])=[CH:11][CH:10]=[CH:9][CH:8]=2)([O-])=O, predict the reaction product. The product is: [NH2:1][C:4]1[CH:5]=[N:6][C:7]2[C:12]([C:13]=1[NH:14][CH2:15][CH2:16][CH2:17][NH:18][C:19](=[O:25])[O:20][C:21]([CH3:23])([CH3:22])[CH3:24])=[CH:11][CH:10]=[CH:9][CH:8]=2. (8) The product is: [C:6]([C:7]1[CH:14]=[CH:13][C:10]([CH:11]=[O:12])=[CH:9][CH:8]=1)#[CH:5]. Given the reactants C[Si]([C:5]#[C:6][C:7]1[CH:14]=[CH:13][C:10]([CH:11]=[O:12])=[CH:9][CH:8]=1)(C)C.C([O-])([O-])=O.[K+].[K+], predict the reaction product. (9) Given the reactants [CH2:1]([O:3][C:4](=[O:32])[C:5]([CH3:31])([CH3:30])[CH2:6][C:7]1[N:8]([CH2:22][C:23]2[CH:28]=[CH:27][C:26](Br)=[CH:25][CH:24]=2)[C:9]2[C:14]([C:15]=1[S:16][C:17]([CH3:20])([CH3:19])[CH3:18])=[CH:13][C:12]([OH:21])=[CH:11][CH:10]=2)[CH3:2].[B:33]1([B:33]2[O:37][C:36]([CH3:39])([CH3:38])[C:35]([CH3:41])([CH3:40])[O:34]2)[O:37][C:36]([CH3:39])([CH3:38])[C:35]([CH3:41])([CH3:40])[O:34]1.C([O-])(=O)C.[K+], predict the reaction product. The product is: [CH2:1]([O:3][C:4](=[O:32])[C:5]([CH3:31])([CH3:30])[CH2:6][C:7]1[N:8]([CH2:22][C:23]2[CH:28]=[CH:27][C:26]([B:33]3[O:37][C:36]([CH3:39])([CH3:38])[C:35]([CH3:41])([CH3:40])[O:34]3)=[CH:25][CH:24]=2)[C:9]2[C:14]([C:15]=1[S:16][C:17]([CH3:20])([CH3:19])[CH3:18])=[CH:13][C:12]([OH:21])=[CH:11][CH:10]=2)[CH3:2]. (10) Given the reactants C[O:2][C:3](=[O:19])[CH2:4][CH2:5][C:6]#[C:7][C:8]1[CH:13]=[CH:12][C:11]([O:14][C:15]([F:18])([F:17])[F:16])=[CH:10][CH:9]=1.[Li+].[OH-], predict the reaction product. The product is: [F:16][C:15]([F:17])([F:18])[O:14][C:11]1[CH:10]=[CH:9][C:8]([C:7]#[C:6][CH2:5][CH2:4][C:3]([OH:19])=[O:2])=[CH:13][CH:12]=1.